From a dataset of Catalyst prediction with 721,799 reactions and 888 catalyst types from USPTO. Predict which catalyst facilitates the given reaction. (1) Reactant: [F:1][C:2]1[CH:7]=[CH:6][C:5]([CH:8]2[CH2:13][C:12](=[O:14])[CH2:11][CH2:10][N:9]2[C:15]([O:17][C:18]2[CH:23]=[CH:22][CH:21]=[CH:20][CH:19]=2)=[O:16])=[CH:4][CH:3]=1.[BH4-].[Na+]. Product: [F:1][C:2]1[CH:3]=[CH:4][C:5]([CH:8]2[CH2:13][CH:12]([OH:14])[CH2:11][CH2:10][N:9]2[C:15]([O:17][C:18]2[CH:19]=[CH:20][CH:21]=[CH:22][CH:23]=2)=[O:16])=[CH:6][CH:7]=1. The catalyst class is: 5. (2) Reactant: [F-].C([N+](CCCC)(CCCC)CCCC)CCC.[C:19]([O:23][C:24]([N:26]1[CH2:31][C@H:30]([O:32][CH2:33][C:34]2[CH:39]=[CH:38][CH:37]=[CH:36][CH:35]=2)[CH2:29][CH2:28][C@@H:27]1[CH:40]=[O:41])=[O:25])([CH3:22])([CH3:21])[CH3:20].[F:42][C:43]1[CH:48]=[C:47]([CH2:49][CH2:50][N+:51]([O-:53])=[O:52])[CH:46]=[C:45]([F:54])[CH:44]=1. Product: [C:19]([O:23][C:24]([N:26]1[CH2:31][C@H:30]([O:32][CH2:33][C:34]2[CH:35]=[CH:36][CH:37]=[CH:38][CH:39]=2)[CH2:29][CH2:28][C@@H:27]1[CH:40]([OH:41])[CH:50]([N+:51]([O-:53])=[O:52])[CH2:49][C:47]1[CH:48]=[C:43]([F:42])[CH:44]=[C:45]([F:54])[CH:46]=1)=[O:25])([CH3:22])([CH3:21])[CH3:20]. The catalyst class is: 7. (3) Reactant: [CH3:1][N:2]([S:13]([C:16]1[CH:21]=[CH:20][C:19]([N:22]([CH3:28])[CH2:23][C:24]([F:27])([F:26])[F:25])=[C:18]([N+:29]([O-])=O)[CH:17]=1)(=[O:15])=[O:14])C(=O)OCC1C=CC=CC=1. Product: [NH2:29][C:18]1[CH:17]=[C:16]([S:13]([NH:2][CH3:1])(=[O:14])=[O:15])[CH:21]=[CH:20][C:19]=1[N:22]([CH3:28])[CH2:23][C:24]([F:26])([F:25])[F:27]. The catalyst class is: 19. (4) Reactant: Cl[CH:2]1[C:7](=[O:8])[CH2:6][C:5]([CH2:14][CH2:15][C:16]2[CH:21]=[CH:20][C:19]([O:22][CH3:23])=[C:18]([Cl:24])[CH:17]=2)([CH:9]2[CH2:13][CH2:12][CH2:11][CH2:10]2)[O:4][C:3]1=[O:25].[CH3:26][N:27]1[CH:31]=[N:30][N:29]=[C:28]1[SH:32]. Product: [Cl:24][C:18]1[CH:17]=[C:16]([CH2:15][CH2:14][C:5]2([CH:9]3[CH2:13][CH2:12][CH2:11][CH2:10]3)[O:4][C:3](=[O:25])[C:2]([S:32][C:28]3[N:27]([CH3:26])[CH:31]=[N:30][N:29]=3)=[C:7]([OH:8])[CH2:6]2)[CH:21]=[CH:20][C:19]=1[O:22][CH3:23]. The catalyst class is: 6. (5) Reactant: [CH3:1][C:2]1[C:7]([N+:8]([O-:10])=[O:9])=[CH:6][CH:5]=[CH:4][C:3]=1[NH2:11].[N:12]([O-])=O.[Na+]. Product: [N+:8]([C:7]1[CH:6]=[CH:5][CH:4]=[C:3]2[C:2]=1[CH:1]=[N:12][NH:11]2)([O-:10])=[O:9]. The catalyst class is: 86. (6) Reactant: [CH2:1](C1C(CNC2CC2)=NC2C(N=1)=CC=CC=2)C1C=CC=CC=1.[CH2:23]([C:30]1[C:31]([CH:40]([NH2:44])[CH:41]2[CH2:43][CH2:42]2)=[N:32][C:33]2[C:38]([N:39]=1)=[CH:37][CH:36]=[CH:35][CH:34]=2)[C:24]1[CH:29]=[CH:28][CH:27]=[CH:26][CH:25]=1.[C:45]([NH:52][CH:53]([CH3:56])C=O)([O:47][C:48]([CH3:51])([CH3:50])[CH3:49])=[O:46].[BH-](OC(C)=O)(OC(C)=O)OC(C)=O.[Na+]. Product: [C:48]([O:47][C:45](=[O:46])[NH:52][CH2:53][CH2:56][CH2:1][NH:44][CH:40]([C:31]1[C:30]([CH2:23][C:24]2[CH:25]=[CH:26][CH:27]=[CH:28][CH:29]=2)=[N:39][C:38]2[C:33](=[CH:34][CH:35]=[CH:36][CH:37]=2)[N:32]=1)[CH:41]1[CH2:42][CH2:43]1)([CH3:49])([CH3:50])[CH3:51]. The catalyst class is: 467. (7) Reactant: [O:1]=[C:2]1[C:10]2[CH:9]=[CH:8][CH:7]=[C:6]([C:11]([OH:13])=O)[C:5]=2[CH2:4][CH2:3]1.C(N=C=NC(C)C)(C)C.O.ON1C2C=CC=CC=2N=N1.[NH2:34][CH2:35][C:36]([O:38][C:39]([CH3:42])([CH3:41])[CH3:40])=[O:37]. Product: [O:1]=[C:2]1[C:10]2[C:5](=[C:6]([C:11]([NH:34][CH2:35][C:36]([O:38][C:39]([CH3:42])([CH3:41])[CH3:40])=[O:37])=[O:13])[CH:7]=[CH:8][CH:9]=2)[CH2:4][CH2:3]1. The catalyst class is: 9.